Dataset: Forward reaction prediction with 1.9M reactions from USPTO patents (1976-2016). Task: Predict the product of the given reaction. (1) Given the reactants [Br:1][C:2]1[CH:7]=[C:6]([N+:8]([O-:10])=[O:9])[CH:5]=[CH:4][C:3]=1F.C(=O)([O-])[O-].[K+].[K+].[NH:18]1[CH2:23][CH2:22][O:21][CH2:20][CH2:19]1, predict the reaction product. The product is: [Br:1][C:2]1[CH:7]=[C:6]([N+:8]([O-:10])=[O:9])[CH:5]=[CH:4][C:3]=1[N:18]1[CH2:23][CH2:22][O:21][CH2:20][CH2:19]1. (2) Given the reactants [CH2:1]([CH:8]1[CH2:12][O:11][C:10](=[O:13])[N:9]1[C:14](=[O:40])[CH2:15][C:16]1[CH:17]=[C:18]([C:30]2[CH:35]=[CH:34][C:33]([C:36]([F:39])([F:38])[F:37])=[CH:32][CH:31]=2)[CH:19]=[C:20]([O:22][CH2:23][C:24]2[CH:29]=[CH:28][CH:27]=[CH:26][CH:25]=2)[CH:21]=1)[C:2]1[CH:7]=[CH:6][CH:5]=[CH:4][CH:3]=1.C[Si]([N-][Si](C)(C)C)(C)C.[Na+].Br[CH2:52][C:53]([CH3:55])=[CH2:54], predict the reaction product. The product is: [CH2:1]([CH:8]1[CH2:12][O:11][C:10](=[O:13])[N:9]1[C:14](=[O:40])[CH:15]([C:16]1[CH:17]=[C:18]([C:30]2[CH:31]=[CH:32][C:33]([C:36]([F:38])([F:39])[F:37])=[CH:34][CH:35]=2)[CH:19]=[C:20]([O:22][CH2:23][C:24]2[CH:29]=[CH:28][CH:27]=[CH:26][CH:25]=2)[CH:21]=1)[CH2:54][C:53]([CH3:55])=[CH2:52])[C:2]1[CH:3]=[CH:4][CH:5]=[CH:6][CH:7]=1. (3) Given the reactants [CH2:1]([O:8][CH2:9][CH2:10][CH2:11][CH2:12][C:13]#[C:14][C:15]1[CH:22]=[CH:21][C:20](OC)=[CH:19][C:16]=1[CH:17]=O)[C:2]1[CH:7]=[CH:6][CH:5]=[CH:4][CH:3]=1.Cl.[NH2:26][OH:27].C([O-])(=O)C.[Na+].C(=O)([O-])[O-].[K+].[K+], predict the reaction product. The product is: [CH2:1]([O:8][CH2:9][CH2:10][CH2:11][CH2:12][C:13]1[N+:26]([O-:27])=[CH:17][C:16]2[C:15]([CH:14]=1)=[CH:22][CH:21]=[CH:20][CH:19]=2)[C:2]1[CH:7]=[CH:6][CH:5]=[CH:4][CH:3]=1. (4) Given the reactants [Cl:1][C:2]1[N:11]=[C:10](Cl)[C:9]2[C:4](=[CH:5][CH:6]=[CH:7][CH:8]=2)[N:3]=1.[CH:13]1([OH:19])[CH2:18][CH2:17][CH2:16][CH2:15][CH2:14]1.[CH3:20][C:21]1[CH:25]=[C:24]([CH3:26])[NH:23][N:22]=1, predict the reaction product. The product is: [ClH:1].[CH:13]1([O:19][C:10]2[C:9]3[C:4](=[CH:5][CH:6]=[CH:7][CH:8]=3)[N:3]=[C:2]([N:22]3[C:21]([CH3:20])=[CH:25][C:24]([CH3:26])=[N:23]3)[N:11]=2)[CH2:18][CH2:17][CH2:16][CH2:15][CH2:14]1. (5) Given the reactants [C:1]([C:5]1[CH:6]=[C:7]([NH:20][C:21]([NH:23][C@@H:24]2[C:33]3[C:28](=[CH:29][CH:30]=[CH:31][CH:32]=3)[C@@H:27]([O:34][C:35]3[CH:36]=[CH:37][C:38]4[N:39]([C:41]([N:44]5[CH2:49][CH2:48][CH2:47][CH2:46][C@@H:45]5[CH3:50])=[N:42][N:43]=4)[CH:40]=3)[CH2:26][CH2:25]2)=[O:22])[N:8]([C:10]2[CH:15]=[CH:14][CH:13]=[C:12]([O:16][CH2:17][CH2:18]O)[CH:11]=2)[N:9]=1)([CH3:4])([CH3:3])[CH3:2].C[CH2:52][N:53](C(C)C)[CH:54](C)C.CS(Cl)(=O)=O, predict the reaction product. The product is: [C:1]([C:5]1[CH:6]=[C:7]([NH:20][C:21]([NH:23][C@@H:24]2[C:33]3[C:28](=[CH:29][CH:30]=[CH:31][CH:32]=3)[C@@H:27]([O:34][C:35]3[CH:36]=[CH:37][C:38]4[N:39]([C:41]([N:44]5[CH2:49][CH2:48][CH2:47][CH2:46][C@@H:45]5[CH3:50])=[N:42][N:43]=4)[CH:40]=3)[CH2:26][CH2:25]2)=[O:22])[N:8]([C:10]2[CH:15]=[CH:14][CH:13]=[C:12]([O:16][CH2:17][CH2:18][N:53]([CH3:54])[CH3:52])[CH:11]=2)[N:9]=1)([CH3:4])([CH3:2])[CH3:3].